This data is from Forward reaction prediction with 1.9M reactions from USPTO patents (1976-2016). The task is: Predict the product of the given reaction. Given the reactants [CH3:1][O:2][C:3](=[O:24])[CH2:4][C:5]1[CH:10]=[C:9]([Br:11])[C:8]([O:12][C:13]2[CH:18]=[CH:17][C:16]([OH:19])=[C:15]([CH:20]([CH3:22])[CH3:21])[CH:14]=2)=[C:7]([Br:23])[CH:6]=1.C(N(CCCCCCCC)CCCCCCCC)CCCCCCC.[CH2:50]=[O:51], predict the reaction product. The product is: [CH3:1][O:2][C:3](=[O:24])[CH2:4][C:5]1[CH:10]=[C:9]([Br:11])[C:8]([O:12][C:13]2[CH:14]=[C:15]([CH:20]([CH3:22])[CH3:21])[C:16]([OH:19])=[C:17]([CH:50]=[O:51])[CH:18]=2)=[C:7]([Br:23])[CH:6]=1.